From a dataset of Catalyst prediction with 721,799 reactions and 888 catalyst types from USPTO. Predict which catalyst facilitates the given reaction. (1) Reactant: [CH2:1]([C:6]1([CH:13]=[O:14])[CH2:11][CH:10]2[CH2:12][CH:7]1[CH:8]=[CH:9]2)[CH2:2][CH2:3][CH2:4][CH3:5].[Al+3].[Cl-].[Cl-].[Cl-]. Product: [CH2:1]([CH:6]1[CH2:11][CH:10]2[CH2:9][CH:8]([CH:7]=[CH:12]2)[C:13]1=[O:14])[CH2:2][CH2:3][CH2:4][CH3:5]. The catalyst class is: 2. (2) The catalyst class is: 3. Reactant: [Cl:1][C:2]1[CH:7]=[CH:6][CH:5]=[CH:4][C:3]=1[C:8]1[CH:13]=[CH:12][CH:11]=[C:10]([NH:14][C:15]([C@@H:17]2[CH2:21][C@@H:20]([F:22])[CH2:19][N:18]2[C:23](=[O:37])[CH2:24][N:25]2[C:33]3[CH2:32][CH2:31][CH2:30][CH2:29][C:28]=3[C:27]([C:34](O)=[O:35])=[N:26]2)=[O:16])[C:9]=1[F:38].[NH4+].[Cl-].C[N:42](C(ON1N=NC2C=CC=NC1=2)=[N+](C)C)C.F[P-](F)(F)(F)(F)F.CCN(C(C)C)C(C)C. Product: [Cl:1][C:2]1[CH:7]=[CH:6][CH:5]=[CH:4][C:3]=1[C:8]1[CH:13]=[CH:12][CH:11]=[C:10]([NH:14][C:15]([C@@H:17]2[CH2:21][C@@H:20]([F:22])[CH2:19][N:18]2[C:23](=[O:37])[CH2:24][N:25]2[C:33]3[CH2:32][CH2:31][CH2:30][CH2:29][C:28]=3[C:27]([C:34]([NH2:42])=[O:35])=[N:26]2)=[O:16])[C:9]=1[F:38]. (3) The catalyst class is: 2. Product: [O:1]1[CH:5]=[CH:4][CH:3]=[C:2]1[CH2:6][N:7]([C:23]([O:25][CH2:26][CH3:27])=[O:24])[CH2:8][CH2:9][C:10]([O:12][CH2:13][CH3:14])=[O:11]. Reactant: [O:1]1[CH:5]=[CH:4][CH:3]=[C:2]1[CH2:6][NH:7][CH2:8][CH2:9][C:10]([O:12][CH2:13][CH3:14])=[O:11].C(N(CC)CC)C.Cl[C:23]([O:25][CH2:26][CH3:27])=[O:24].O. (4) Reactant: B(Br)(Br)Br.[Cl:5][C:6]1[CH:35]=[CH:34][C:9]([CH2:10][C:11]2[N:12]=[C:13]([O:30][CH2:31][CH2:32][CH3:33])[C:14]3[N:19]=[C:18]([C:20]4[CH:25]=[C:24]([CH3:26])[C:23]([O:27]C)=[C:22]([CH3:29])[CH:21]=4)[O:17][C:15]=3[N:16]=2)=[CH:8][CH:7]=1.C(=O)([O-])O.[Na+]. The catalyst class is: 4. Product: [Cl:5][C:6]1[CH:35]=[CH:34][C:9]([CH2:10][C:11]2[N:12]=[C:13]([O:30][CH2:31][CH2:32][CH3:33])[C:14]3[N:19]=[C:18]([C:20]4[CH:21]=[C:22]([CH3:29])[C:23]([OH:27])=[C:24]([CH3:26])[CH:25]=4)[O:17][C:15]=3[N:16]=2)=[CH:8][CH:7]=1.